From a dataset of Catalyst prediction with 721,799 reactions and 888 catalyst types from USPTO. Predict which catalyst facilitates the given reaction. (1) Reactant: Br[CH2:2][CH2:3][N:4]1[CH:8]=[C:7]([NH:9][C:10]([C:12]2[CH:13]=[N:14][N:15]3[CH:20]=[CH:19][CH:18]=[N:17][C:16]=23)=[O:11])[C:6]([C:21]2[CH:26]=[C:25]([Cl:27])[CH:24]=[CH:23][C:22]=2[O:28][CH:29]([F:31])[F:30])=[N:5]1.C(N(CC)CC)C.Cl.[NH2:40][CH2:41][C:42]([O:44][CH2:45][CH3:46])=[O:43]. Product: [Cl:27][C:25]1[CH:24]=[CH:23][C:22]([O:28][CH:29]([F:31])[F:30])=[C:21]([C:6]2[C:7]([NH:9][C:10]([C:12]3[CH:13]=[N:14][N:15]4[CH:20]=[CH:19][CH:18]=[N:17][C:16]=34)=[O:11])=[CH:8][N:4]([CH2:3][CH2:2][NH:40][CH2:41][C:42]([O:44][CH2:45][CH3:46])=[O:43])[N:5]=2)[CH:26]=1. The catalyst class is: 8. (2) Reactant: Cl.[NH2:2][C:3]1([CH2:11][CH2:12][CH2:13][CH2:14][NH:15][C:16](=[O:25])[O:17][CH2:18][C:19]2[CH:24]=[CH:23][CH:22]=[CH:21][CH:20]=2)[CH2:8][CH2:7][C:6](=[O:9])[NH:5][C:4]1=[O:10].[C:26]1(=O)[O:31][C:29](=[O:30])[C:28]2=[CH:32][CH:33]=[CH:34][CH:35]=[C:27]12.C([O-])(=O)C.[Na+]. Product: [O:30]=[C:29]1[C:28]2[C:27](=[CH:35][CH:34]=[CH:33][CH:32]=2)[C:26](=[O:31])[N:2]1[C:3]1([CH2:11][CH2:12][CH2:13][CH2:14][NH:15][C:16](=[O:25])[O:17][CH2:18][C:19]2[CH:20]=[CH:21][CH:22]=[CH:23][CH:24]=2)[CH2:8][CH2:7][C:6](=[O:9])[NH:5][C:4]1=[O:10]. The catalyst class is: 15. (3) Reactant: [I:1][C:2]1[N:23]([S:24]([C:27]2[CH:33]=[CH:32][C:30]([CH3:31])=[CH:29][CH:28]=2)(=[O:26])=[O:25])[C:5]2=[N:6][CH:7]=[CH:8][C:9]([C:10]3[S:14][C:13]([C:15]4([O:19]COC)[CH2:18][CH2:17][CH2:16]4)=[N:12][CH:11]=3)=[C:4]2[CH:3]=1.Cl. Product: [I:1][C:2]1[N:23]([S:24]([C:27]2[CH:28]=[CH:29][C:30]([CH3:31])=[CH:32][CH:33]=2)(=[O:26])=[O:25])[C:5]2=[N:6][CH:7]=[CH:8][C:9]([C:10]3[S:14][C:13]([C:15]4([OH:19])[CH2:18][CH2:17][CH2:16]4)=[N:12][CH:11]=3)=[C:4]2[CH:3]=1. The catalyst class is: 111.